This data is from Full USPTO retrosynthesis dataset with 1.9M reactions from patents (1976-2016). The task is: Predict the reactants needed to synthesize the given product. (1) Given the product [ClH:1].[CH:39]12[CH2:44][CH:43]1[CH2:42][N:41]([C:9]1[N:8]=[C:7]([NH:6][CH2:5][C:4]3[CH:26]=[CH:27][C:28]([O:29][CH3:30])=[C:2]([Cl:1])[CH:3]=3)[C:12]([C:13]([NH:15][CH2:16][C:17]3[N:22]=[CH:21][CH:20]=[CH:19][N:18]=3)=[O:14])=[CH:11][N:10]=1)[CH2:40]2, predict the reactants needed to synthesize it. The reactants are: [Cl:1][C:2]1[CH:3]=[C:4]([CH:26]=[CH:27][C:28]=1[O:29][CH3:30])[CH2:5][NH:6][C:7]1[C:12]([C:13]([NH:15][CH2:16][C:17]2[N:22]=[CH:21][CH:20]=[CH:19][N:18]=2)=[O:14])=[CH:11][N:10]=[C:9](S(C)=O)[N:8]=1.C(N(CC)CC)C.Cl.[CH:39]12[CH2:44][CH:43]1[CH2:42][NH:41][CH2:40]2.Cl. (2) Given the product [Cl:1][C:2]1[CH:7]=[C:6]([NH2:8])[C:5]([C:11]2[CH:16]=[CH:15][C:14]([F:17])=[CH:13][CH:12]=2)=[C:4]([O:18][CH3:19])[CH:3]=1, predict the reactants needed to synthesize it. The reactants are: [Cl:1][C:2]1[CH:7]=[C:6]([N+:8]([O-])=O)[C:5]([C:11]2[CH:16]=[CH:15][C:14]([F:17])=[CH:13][CH:12]=2)=[C:4]([O:18][CH3:19])[CH:3]=1. (3) Given the product [CH:27]1([CH2:30][N:31]2[CH2:36][CH2:35][CH2:34][N:33]([C:37]3[S:38][C:39]([C:43]([NH:54][CH2:53][C:49]4[CH:48]=[N:47][CH:52]=[CH:51][CH:50]=4)=[O:45])=[C:40]([CH3:42])[N:41]=3)[C:32]2=[O:46])[CH2:28][CH2:29]1, predict the reactants needed to synthesize it. The reactants are: ClC1C=CC2SC=C(CN3CCN(C4SC(C(O)=O)=C(C)N=4)C3=O)C=2C=1.[CH:27]1([CH2:30][N:31]2[CH2:36][CH2:35][CH2:34][N:33]([C:37]3[S:38][C:39]([C:43]([OH:45])=O)=[C:40]([CH3:42])[N:41]=3)[C:32]2=[O:46])[CH2:29][CH2:28]1.[N:47]1[CH:52]=[CH:51][CH:50]=[C:49]([CH2:53][NH2:54])[CH:48]=1.